This data is from TCR-epitope binding with 47,182 pairs between 192 epitopes and 23,139 TCRs. The task is: Binary Classification. Given a T-cell receptor sequence (or CDR3 region) and an epitope sequence, predict whether binding occurs between them. (1) The epitope is KLMNIQQKL. The TCR CDR3 sequence is CASSPSGSNTGELFF. Result: 0 (the TCR does not bind to the epitope). (2) The epitope is FLYNLLTRV. The TCR CDR3 sequence is CASSLASGGAVEQFF. Result: 0 (the TCR does not bind to the epitope). (3) The epitope is YVLDHLIVV. The TCR CDR3 sequence is CATSDFKGGSYEQYF. Result: 0 (the TCR does not bind to the epitope). (4) The epitope is HLVDFQVTI. The TCR CDR3 sequence is CASSKDKGQDYYRYTF. Result: 1 (the TCR binds to the epitope). (5) The epitope is RAKFKQLL. The TCR CDR3 sequence is CASSLWGDYEQYF. Result: 1 (the TCR binds to the epitope).